From a dataset of Full USPTO retrosynthesis dataset with 1.9M reactions from patents (1976-2016). Predict the reactants needed to synthesize the given product. The reactants are: Br[CH2:2][C:3](=[O:6])[CH2:4][CH3:5].[CH:7]([N-:9][CH:10]=[O:11])=[O:8].[Na+]. Given the product [CH:7]([N:9]([CH2:2][C:3](=[O:6])[CH2:4][CH3:5])[CH:10]=[O:11])=[O:8], predict the reactants needed to synthesize it.